Dataset: Forward reaction prediction with 1.9M reactions from USPTO patents (1976-2016). Task: Predict the product of the given reaction. (1) The product is: [NH2:28][C:26]1[CH:25]=[CH:24][C:3]([O:4][C:5]2[N:10]=[CH:9][N:8]=[C:7]([NH:11][C:12]([N:14]3[CH2:19][CH2:18][CH:17]([N:20]4[CH2:23][CH2:22][CH2:21]4)[CH2:16][CH2:15]3)=[O:13])[CH:6]=2)=[C:2]([F:1])[CH:27]=1. Given the reactants [F:1][C:2]1[CH:27]=[C:26]([N+:28]([O-])=O)[CH:25]=[CH:24][C:3]=1[O:4][C:5]1[N:10]=[CH:9][N:8]=[C:7]([NH:11][C:12]([N:14]2[CH2:19][CH2:18][CH:17]([N:20]3[CH2:23][CH2:22][CH2:21]3)[CH2:16][CH2:15]2)=[O:13])[CH:6]=1, predict the reaction product. (2) Given the reactants [OH:1][CH2:2][CH2:3][C:4]1[CH:15]=[CH:14][C:7]([C:8]([O:10][CH:11]([CH3:13])[CH3:12])=[O:9])=[CH:6][CH:5]=1.CC(OI1(OC(C)=O)(OC(C)=O)OC(=O)C2C=CC=CC1=2)=O, predict the reaction product. The product is: [O:1]=[CH:2][CH2:3][C:4]1[CH:15]=[CH:14][C:7]([C:8]([O:10][CH:11]([CH3:13])[CH3:12])=[O:9])=[CH:6][CH:5]=1. (3) Given the reactants C(Cl)CCl.C1C=NC2N(O)N=NC=2C=1.CN1CCOCC1.Cl.[Cl:23][C:24]1[CH:25]=[CH:26][C:27]([N:39]2[CH:43]=[N:42][N:41]=[N:40]2)=[C:28]([CH:38]=1)[CH2:29][NH:30][C:31](=[O:37])[C@@H:32]1[CH2:36][CH2:35][CH2:34][NH:33]1.[C:44]([O:48][C:49]([N:51]1[CH2:54][CH2:53][C:52]1([CH3:58])[C:55](O)=[O:56])=[O:50])([CH3:47])([CH3:46])[CH3:45], predict the reaction product. The product is: [Cl:23][C:24]1[CH:25]=[CH:26][C:27]([N:39]2[CH:43]=[N:42][N:41]=[N:40]2)=[C:28]([CH:38]=1)[CH2:29][NH:30][C:31](=[O:37])[C@@H:32]1[CH2:36][CH2:35][CH2:34][N:33]1[C:55]([C:52]1([CH3:58])[CH2:53][CH2:54][N:51]1[C:49]([O:48][C:44]([CH3:47])([CH3:46])[CH3:45])=[O:50])=[O:56]. (4) Given the reactants [Si]([O:8][C@H:9]1[CH2:13][CH2:12][N:11]([CH2:14][C@@H:15]([N:27]([CH2:44][CH3:45])[C:28](=[O:43])[CH2:29][C:30]2[CH:42]=[CH:41][C:33]3[S:34](=[O:40])(=[O:39])[CH2:35][C:36](=[O:38])[NH:37][C:32]=3[CH:31]=2)[C:16]2[CH:21]=[CH:20][CH:19]=[C:18]([O:22][C:23]([F:26])([F:25])[F:24])[CH:17]=2)[CH2:10]1)(C(C)(C)C)(C)C.Cl, predict the reaction product. The product is: [O:40]=[S:34]1(=[O:39])[CH2:35][C:36](=[O:38])[NH:37][C:32]2[CH:31]=[C:30]([CH2:29][C:28]([N:27]([CH2:44][CH3:45])[C@@H:15]([C:16]3[CH:21]=[CH:20][CH:19]=[C:18]([O:22][C:23]([F:26])([F:25])[F:24])[CH:17]=3)[CH2:14][N:11]3[CH2:12][CH2:13][C@H:9]([OH:8])[CH2:10]3)=[O:43])[CH:42]=[CH:41][C:33]1=2. (5) Given the reactants [Cl:1][C:2]1[CH:7]=[CH:6][C:5]([CH:8]2[C:12]3[N:13]([CH:22]([CH3:24])[CH3:23])[C:14]([C:16]4[CH2:17][CH2:18][O:19][CH2:20][CH:21]=4)=[N:15][C:11]=3[C:10](=[O:25])[N:9]2[C:26]2[CH:27]=[C:28]([CH3:36])[C:29]3[N:30]([C:32]([CH3:35])=[N:33][N:34]=3)[CH:31]=2)=[CH:4][CH:3]=1, predict the reaction product. The product is: [Cl:1][C:2]1[CH:7]=[CH:6][C:5]([C@H:8]2[C:12]3[N:13]([CH:22]([CH3:24])[CH3:23])[C:14]([C:16]4[CH2:17][CH2:18][O:19][CH2:20][CH:21]=4)=[N:15][C:11]=3[C:10](=[O:25])[N:9]2[C:26]2[CH:27]=[C:28]([CH3:36])[C:29]3[N:30]([C:32]([CH3:35])=[N:33][N:34]=3)[CH:31]=2)=[CH:4][CH:3]=1.